This data is from Forward reaction prediction with 1.9M reactions from USPTO patents (1976-2016). The task is: Predict the product of the given reaction. Given the reactants [Cl:1][C:2]1[CH:7]=[CH:6][C:5]([CH:8]([N:14]([C:23]2[CH:24]=[C:25]([CH3:33])[C:26]3[N:27]([C:29]([CH3:32])=[N:30][N:31]=3)[CH:28]=2)[C:15](=[O:22])[CH2:16][C:17]([CH:19]2[CH2:21][CH2:20]2)=[O:18])[C:9]([O:11]CC)=O)=[CH:4][CH:3]=1.[F-].[Cs+], predict the reaction product. The product is: [Cl:1][C:2]1[CH:7]=[CH:6][C:5]([CH:8]2[N:14]([C:23]3[CH:24]=[C:25]([CH3:33])[C:26]4[N:27]([C:29]([CH3:32])=[N:30][N:31]=4)[CH:28]=3)[C:15](=[O:22])[CH:16]([C:17]([CH:19]3[CH2:21][CH2:20]3)=[O:18])[C:9]2=[O:11])=[CH:4][CH:3]=1.